Regression. Given a peptide amino acid sequence and an MHC pseudo amino acid sequence, predict their binding affinity value. This is MHC class I binding data. From a dataset of Peptide-MHC class I binding affinity with 185,985 pairs from IEDB/IMGT. (1) The peptide sequence is HFANYNFTL. The MHC is HLA-A02:02 with pseudo-sequence HLA-A02:02. The binding affinity (normalized) is 0.810. (2) The peptide sequence is YNRNIVNRLLGDALNGKPEEK. The MHC is H-2-Kd with pseudo-sequence H-2-Kd. The binding affinity (normalized) is 0.353. (3) The peptide sequence is IILSKIPYLR. The MHC is HLA-A33:01 with pseudo-sequence HLA-A33:01. The binding affinity (normalized) is 0.489. (4) The peptide sequence is YYFSYPLFV. The MHC is HLA-A02:01 with pseudo-sequence HLA-A02:01. The binding affinity (normalized) is 0.550. (5) The peptide sequence is GRRPLKNRK. The MHC is HLA-A01:01 with pseudo-sequence HLA-A01:01. The binding affinity (normalized) is 0.0847. (6) The peptide sequence is DEEPMELDY. The MHC is HLA-A01:01 with pseudo-sequence HLA-A01:01. The binding affinity (normalized) is 0.298.